Dataset: Forward reaction prediction with 1.9M reactions from USPTO patents (1976-2016). Task: Predict the product of the given reaction. (1) Given the reactants [CH2:1]([C:3]1[C:4](N[C@@H]2C3C(=CC=CC=3)C[C@@H]2O)=[N:5][C:6]([CH2:9][CH3:10])=[CH:7][N:8]=1)[CH3:2].[CH3:22][O:23][C:24]1[CH:33]=[CH:32][CH:31]=[C:30]2[C:25]=1[CH2:26][CH2:27][CH2:28][CH:29]2[NH2:34], predict the reaction product. The product is: [CH2:1]([C:3]1[C:4]([NH:34][CH:29]2[C:30]3[C:25](=[C:24]([O:23][CH3:22])[CH:33]=[CH:32][CH:31]=3)[CH2:26][CH2:27][CH2:28]2)=[N:5][C:6]([CH2:9][CH3:10])=[CH:7][N:8]=1)[CH3:2]. (2) The product is: [CH3:3][C:4]1([C:9]2[O:13][C:12]([CH2:14][N:15]3[N:19]=[C:18]([NH2:20])[CH:17]=[N:16]3)=[CH:11][CH:10]=2)[O:8][CH2:7][CH2:6][O:5]1. Given the reactants N#N.[CH3:3][C:4]1([C:9]2[O:13][C:12]([CH2:14][N:15]3[N:19]=[C:18]([N+:20]([O-])=O)[CH:17]=[N:16]3)=[CH:11][CH:10]=2)[O:8][CH2:7][CH2:6][O:5]1.[NH4+].[Cl-], predict the reaction product. (3) Given the reactants [CH2:1]([N:3]([CH2:24][CH3:25])[C:4]1[CH:9]=[C:8]([O:10][CH3:11])[CH:7]=[CH:6][C:5]=1[C:12]1[N:13]([CH3:23])[C:14]2[C:19]([CH:20]=1)=[CH:18][CH:17]=[C:16]([O:21][CH3:22])[CH:15]=2)[CH3:2].[Cl:26]N1C(=O)CCC1=O.C(=O)(O)[O-].[Na+], predict the reaction product. The product is: [Cl:26][C:20]1[C:19]2[C:14](=[CH:15][C:16]([O:21][CH3:22])=[CH:17][CH:18]=2)[N:13]([CH3:23])[C:12]=1[C:5]1[CH:6]=[CH:7][C:8]([O:10][CH3:11])=[CH:9][C:4]=1[N:3]([CH2:1][CH3:2])[CH2:24][CH3:25]. (4) Given the reactants [Cl:1][C:2]1[CH:27]=[N:26][C:5]2=[N:6][C:7]([N:12]3[CH2:17][CH2:16][N:15]([C:18]([O:20][C:21]([CH3:24])([CH3:23])[CH3:22])=[O:19])[C@@H:14]([CH3:25])[CH2:13]3)=[C:8]([NH:10][NH2:11])[N:9]=[C:4]2[CH:3]=1.[CH:28](OC)(OC)OC, predict the reaction product. The product is: [Cl:1][C:2]1[CH:27]=[N:26][C:5]2[N:6]=[C:7]([N:12]3[CH2:17][CH2:16][N:15]([C:18]([O:20][C:21]([CH3:22])([CH3:23])[CH3:24])=[O:19])[C@@H:14]([CH3:25])[CH2:13]3)[C:8]3[N:9]([CH:28]=[N:11][N:10]=3)[C:4]=2[CH:3]=1. (5) Given the reactants C(OC([N:11]1[CH2:16][CH2:15][CH:14]([NH:17][C:18]2[C:27]3[C:22](=[CH:23][CH:24]=[C:25]([C:28]4[CH:29]=[N:30][C:31]5[C:36]([CH:37]=4)=[CH:35][CH:34]=[CH:33][CH:32]=5)[N:26]=3)[N:21]=[CH:20][C:19]=2C(O)=O)[CH2:13][CH2:12]1)=O)C1C=CC=CC=1.[CH2:41]([N:43]([CH2:46]C)CC)C.C1(P(N=[N+]=[N-])(C2C=CC=CC=2)=[O:55])C=CC=CC=1, predict the reaction product. The product is: [CH3:41][N:43]1[C:19]2[CH:20]=[N:21][C:22]3[CH:23]=[CH:24][C:25]([C:28]4[CH:29]=[N:30][C:31]5[C:36]([CH:37]=4)=[CH:35][CH:34]=[CH:33][CH:32]=5)=[N:26][C:27]=3[C:18]=2[N:17]([CH:14]2[CH2:13][CH2:12][NH:11][CH2:16][CH2:15]2)[C:46]1=[O:55]. (6) Given the reactants C[C@]1(O)[C@@H]2C(=C(O)[C@:13]3(O)[C:20](=O)[C:19]([C:22](N)=[O:23])=[C:18](O)[C@@H:17](N(C)C)[C@@H:14]3C2)C(=O)C2C(O)=CC=CC1=2.[CH3:33][C@@H:34]1[C@@H:48]2[C:43](=[C:44]([OH:63])[C@:45]3([OH:62])[C:53](=[O:54])[C:52]([C:55]([NH2:57])=[O:56])=[C:51]([OH:58])[C@@H:50]([N:59]([CH3:61])[CH3:60])[C@@H:46]3[C@H:47]2[OH:49])[C:41](=[O:42])[C:40]2[C:39]([OH:64])=[CH:38][CH:37]=[CH:36][C:35]1=2.O[CH2:66][NH:67][C:68](=[O:77])[O:69][CH2:70][C:71]1[CH:76]=[CH:75][CH:74]=[CH:73][CH:72]=1, predict the reaction product. The product is: [CH2:70]([O:69][C:68](=[O:77])[NH:67][CH2:66][C:38]1[CH:37]=[CH:36][C:35]2[CH:34]([CH3:33])[CH:48]3[C:43](=[C:44]([OH:63])[C:45]4([OH:62])[CH:46]([CH:47]3[OH:49])[CH:50]([N:59]([CH3:60])[CH3:61])[C:51]([OH:58])=[C:52]([C:55](=[O:56])[NH:57][CH2:66][NH:67][C:68]([O:23][CH2:22][C:19]3[CH:20]=[CH:13][CH:14]=[CH:17][CH:18]=3)=[O:69])[C:53]4=[O:54])[C:41](=[O:42])[C:40]=2[C:39]=1[OH:64])[C:71]1[CH:76]=[CH:75][CH:74]=[CH:73][CH:72]=1. (7) Given the reactants [Cl:1][C:2]1[CH:3]=[C:4]([C:10]2[CH:14]=[CH:13][N:12]([CH2:15][C@@H:16]([NH:18][C:19]([C:21]3[N:22]=[CH:23][NH:24][CH:25]=3)=[O:20])[CH3:17])[N:11]=2)[CH:5]=[CH:6][C:7]=1[C:8]#[N:9].[Cl:26][CH2:27][C:28]1([CH3:31])[CH2:30][O:29]1, predict the reaction product. The product is: [Cl:1][C:2]1[CH:3]=[C:4]([C:10]2[CH:14]=[CH:13][N:12]([CH2:15][C@@H:16]([NH:18][C:19]([C:21]3[N:22]=[CH:23][N:24]([CH2:27][C:28]4([CH3:31])[CH2:30][O:29]4)[CH:25]=3)=[O:20])[CH3:17])[N:11]=2)[CH:5]=[CH:6][C:7]=1[C:8]#[N:9].[Cl:26][CH2:27][C:28]([OH:29])([CH3:31])[CH2:30][N:24]1[CH:25]=[C:21]([C:19]([NH:18][C@@H:16]([CH3:17])[CH2:15][N:12]2[CH:13]=[CH:14][C:10]([C:4]3[CH:5]=[CH:6][C:7]([C:8]#[N:9])=[C:2]([Cl:1])[CH:3]=3)=[N:11]2)=[O:20])[N:22]=[CH:23]1.